Dataset: Choline transporter screen with 302,306 compounds. Task: Binary Classification. Given a drug SMILES string, predict its activity (active/inactive) in a high-throughput screening assay against a specified biological target. (1) The compound is Fc1c(C(=O)NNC(=O)c2cc3[nH]c(=O)c(=O)[nH]c3cc2)cccc1. The result is 0 (inactive). (2) The molecule is Clc1ccc(S(=O)(=O)n2c3c(nc2SCC(=O)NCCCC)cccc3)cc1. The result is 0 (inactive).